Dataset: Catalyst prediction with 721,799 reactions and 888 catalyst types from USPTO. Task: Predict which catalyst facilitates the given reaction. Reactant: C1(S([N:10]2[C:18]3[C:13](=[CH:14][CH:15]=[CH:16][CH:17]=3)[CH:12]=[C:11]2[CH2:19][CH3:20])(=O)=O)C=CC=CC=1.[OH-].[Na+]. Product: [CH2:19]([C:11]1[NH:10][C:18]2[C:13]([CH:12]=1)=[CH:14][CH:15]=[CH:16][CH:17]=2)[CH3:20]. The catalyst class is: 14.